This data is from Forward reaction prediction with 1.9M reactions from USPTO patents (1976-2016). The task is: Predict the product of the given reaction. (1) The product is: [C:1]([O:5][C:6]([N:8]1[CH2:13][CH2:12][CH:11]([C:14]2[N:15]([CH2:20][CH2:21][N:22]([CH3:24])[CH3:23])[CH:16]=[C:17]([C:29]3[CH:30]=[CH:31][C:26]([Cl:25])=[CH:27][CH:28]=3)[N:18]=2)[CH2:10][CH2:9]1)=[O:7])([CH3:4])([CH3:3])[CH3:2]. Given the reactants [C:1]([O:5][C:6]([N:8]1[CH2:13][CH2:12][CH:11]([C:14]2[N:15]([CH2:20][CH2:21][N:22]([CH3:24])[CH3:23])[CH:16]=[C:17](Br)[N:18]=2)[CH2:10][CH2:9]1)=[O:7])([CH3:4])([CH3:3])[CH3:2].[Cl:25][C:26]1[CH:31]=[CH:30][C:29](B(O)O)=[CH:28][CH:27]=1.C([O-])([O-])=O.[Na+].[Na+].C(O)C, predict the reaction product. (2) Given the reactants Br[C:2]1[CH:3]=[C:4]([C:11]([O:13][CH2:14][CH3:15])=[O:12])[C:5](=[O:10])[N:6]([CH2:8][CH3:9])[CH:7]=1.[B:16]1([B:16]2[O:20][C:19]([CH3:22])([CH3:21])[C:18]([CH3:24])([CH3:23])[O:17]2)[O:20][C:19]([CH3:22])([CH3:21])[C:18]([CH3:24])([CH3:23])[O:17]1.C(Cl)Cl.C([O-])(=O)C.[K+], predict the reaction product. The product is: [CH2:14]([O:13][C:11]([C:4]1[C:5](=[O:10])[N:6]([CH2:8][CH3:9])[CH:7]=[C:2]([B:16]2[O:20][C:19]([CH3:22])([CH3:21])[C:18]([CH3:24])([CH3:23])[O:17]2)[CH:3]=1)=[O:12])[CH3:15]. (3) Given the reactants [Cl:1][C:2]1[CH:7]=[CH:6][C:5]([C:8]2[C:12]3[CH2:13][N:14]([S:17]([CH3:20])(=[O:19])=[O:18])[CH2:15][CH2:16][C:11]=3[N:10]([CH2:21][CH2:22][CH2:23][N:24]3[CH2:29][CH2:28][O:27][CH2:26][CH2:25]3)[N:9]=2)=[CH:4][C:3]=1[C:30]#[C:31][C:32]1[CH:41]=[C:40]2[C:35]([CH2:36][C@@H:37]([C:49]([OH:51])=O)[N:38](C(OC(C)(C)C)=O)[CH2:39]2)=[CH:34][CH:33]=1.C1C=CC2N(O)N=[N:58][C:56]=2C=1.C(Cl)CCl.CN.CCN(C(C)C)C(C)C.C(O)(C(F)(F)F)=O, predict the reaction product. The product is: [Cl:1][C:2]1[CH:7]=[CH:6][C:5]([C:8]2[C:12]3[CH2:13][N:14]([S:17]([CH3:20])(=[O:19])=[O:18])[CH2:15][CH2:16][C:11]=3[N:10]([CH2:21][CH2:22][CH2:23][N:24]3[CH2:29][CH2:28][O:27][CH2:26][CH2:25]3)[N:9]=2)=[CH:4][C:3]=1[C:30]#[C:31][C:32]1[CH:41]=[C:40]2[C:35]([CH2:36][C@@H:37]([C:49]([NH:58][CH3:56])=[O:51])[NH:38][CH2:39]2)=[CH:34][CH:33]=1. (4) Given the reactants Br[C:2]1[CH:7]=[CH:6][C:5]([S:8][CH3:9])=[CH:4][CH:3]=1.[Mg].II.[OH:13][C:14]1[CH:21]=[C:20]([C:22]([O:24][CH3:25])=[O:23])[CH:19]=[CH:18][C:15]=1[CH:16]=[O:17].[Cl-].[NH4+], predict the reaction product. The product is: [OH:13][C:14]1[CH:21]=[C:20]([CH:19]=[CH:18][C:15]=1[CH:16]([OH:17])[C:2]1[CH:7]=[CH:6][C:5]([S:8][CH3:9])=[CH:4][CH:3]=1)[C:22]([O:24][CH3:25])=[O:23]. (5) The product is: [C:19]([CH:1]([C:2]1[CH:3]=[CH:4][CH:5]=[CH:6][CH:7]=1)[CH2:8][C:14]([O:16][CH2:17][CH3:18])=[O:15])#[N:20]. Given the reactants [CH:1](=[C:8]([C:14]([O:16][CH2:17][CH3:18])=[O:15])C(OCC)=O)[C:2]1[CH:7]=[CH:6][CH:5]=[CH:4][CH:3]=1.[C-:19]#[N:20].[K+], predict the reaction product. (6) Given the reactants [Br:1][C:2]1[CH:7]=[C:6](F)[CH:5]=[C:4]([F:9])[CH:3]=1.[CH3:10][S-:11].[Na+], predict the reaction product. The product is: [Br:1][C:2]1[CH:7]=[C:6]([S:11][CH3:10])[CH:5]=[C:4]([F:9])[CH:3]=1. (7) The product is: [Br:1][C:2]1[C:10]2[N:9]=[C:8]([Cl:20])[N:7]([CH3:12])[C:6]=2[C:5]([CH:13]([CH2:16][CH3:17])[CH2:14][CH3:15])=[CH:4][CH:3]=1. Given the reactants [Br:1][C:2]1[C:10]2[NH:9][C:8](=O)[N:7]([CH3:12])[C:6]=2[C:5]([CH:13]([CH2:16][CH3:17])[CH2:14][CH3:15])=[CH:4][CH:3]=1.P(Cl)(Cl)([Cl:20])=O, predict the reaction product.